Dataset: Peptide-MHC class I binding affinity with 185,985 pairs from IEDB/IMGT. Task: Regression. Given a peptide amino acid sequence and an MHC pseudo amino acid sequence, predict their binding affinity value. This is MHC class I binding data. (1) The peptide sequence is AIKPITDQF. The MHC is HLA-B07:02 with pseudo-sequence HLA-B07:02. The binding affinity (normalized) is 0.199. (2) The peptide sequence is LTKFVAAALH. The MHC is HLA-A68:01 with pseudo-sequence HLA-A68:01. The binding affinity (normalized) is 0.529. (3) The peptide sequence is LPIDKCSRI. The MHC is HLA-A33:01 with pseudo-sequence HLA-A33:01. The binding affinity (normalized) is 0. (4) The peptide sequence is TSIKPCVKLS. The MHC is Mamu-A01 with pseudo-sequence Mamu-A01. The binding affinity (normalized) is 0.209. (5) The binding affinity (normalized) is 0. The MHC is HLA-A02:01 with pseudo-sequence HLA-A02:01. The peptide sequence is VRELAVALA. (6) The peptide sequence is FPGKTVWFVP. The MHC is HLA-A32:01 with pseudo-sequence HLA-A32:01. The binding affinity (normalized) is 0. (7) The peptide sequence is SEYKAAGYL. The MHC is HLA-A30:01 with pseudo-sequence HLA-A30:01. The binding affinity (normalized) is 0.0847. (8) The MHC is HLA-A26:02 with pseudo-sequence HLA-A26:02. The binding affinity (normalized) is 0.778. The peptide sequence is TVAHQVCPY. (9) The peptide sequence is RMMETWHPL. The MHC is HLA-A32:07 with pseudo-sequence YSAMYQENVAHTDESIAYIMYQDYTWAVLAYTWY. The binding affinity (normalized) is 0.936. (10) The binding affinity (normalized) is 0.0847. The peptide sequence is KVFFVNWFR. The MHC is HLA-B58:01 with pseudo-sequence HLA-B58:01.